Dataset: Forward reaction prediction with 1.9M reactions from USPTO patents (1976-2016). Task: Predict the product of the given reaction. (1) The product is: [CH2:1]([O:3][C:4]([C@@H:6]1[CH2:10][CH2:9][CH2:8][C@@H:7]1[NH:11][CH2:12][CH2:13][C:14]([CH3:15])([CH3:17])[CH3:16])=[O:5])[CH3:2]. Given the reactants [CH2:1]([O:3][C:4]([C:6]1[CH2:10][CH2:9][CH2:8][C:7]=1[NH:11][CH2:12][CH2:13][C:14]([CH3:17])([CH3:16])[CH3:15])=[O:5])[CH3:2].B.N1C=CC=CC=1.C(OC([C@@H]1CCC[C@H]1NCCC(C)(C)C)=O)C, predict the reaction product. (2) Given the reactants Cl.CN(C)CCCN=C=NCC.O.ON1C2C=CC=CC=2N=N1.[O:24]1[CH2:29][CH2:28][N:27]([CH2:30][C:31]2[CH:35]=[CH:34][N:33]([C:36]3[N:44]=[CH:43][CH:42]=[CH:41][C:37]=3[C:38]([OH:40])=O)[N:32]=2)[CH2:26][CH2:25]1.[NH2:45][CH:46]([CH2:52][C:53]1[CH:58]=[CH:57][CH:56]=[CH:55][CH:54]=1)[CH:47]([OH:51])[C:48]([NH2:50])=[O:49], predict the reaction product. The product is: [NH2:50][C:48](=[O:49])[CH:47]([OH:51])[CH:46]([NH:45][C:38](=[O:40])[C:37]1[CH:41]=[CH:42][CH:43]=[N:44][C:36]=1[N:33]1[CH:34]=[CH:35][C:31]([CH2:30][N:27]2[CH2:26][CH2:25][O:24][CH2:29][CH2:28]2)=[N:32]1)[CH2:52][C:53]1[CH:54]=[CH:55][CH:56]=[CH:57][CH:58]=1. (3) Given the reactants [CH3:1][O:2][C:3](=[O:36])[CH2:4][O:5][C:6]1[CH:15]=[CH:14][C:13]([F:16])=[C:12]2[C:7]=1[C:8](=[O:35])[C:9]([CH2:19][C:20]1[CH:25]=[CH:24][C:23]([S:26]([N:29]3[CH2:34][CH2:33][O:32][CH2:31][CH2:30]3)(=[O:28])=[O:27])=[CH:22][CH:21]=1)=[C:10]([CH2:17][CH3:18])[NH:11]2.CN(C)C=O.C(=O)([O-])[O-].[K+].[K+].Cl[C:49](OC(=O)C)([F:51])[F:50], predict the reaction product. The product is: [CH3:1][O:2][C:3](=[O:36])[CH2:4][O:5][C:6]1[CH:15]=[CH:14][C:13]([F:16])=[C:12]2[C:7]=1[C:8]([O:35][CH:49]([F:51])[F:50])=[C:9]([CH2:19][C:20]1[CH:21]=[CH:22][C:23]([S:26]([N:29]3[CH2:30][CH2:31][O:32][CH2:33][CH2:34]3)(=[O:28])=[O:27])=[CH:24][CH:25]=1)[C:10]([CH2:17][CH3:18])=[N:11]2. (4) Given the reactants [Br:1][C:2]1[CH:17]=[CH:16][C:5]2[O:6][CH2:7][CH2:8][C:9]([C:12](OC)=[O:13])=[C:10]([CH3:11])[C:4]=2[CH:3]=1.CC(C[AlH]CC(C)C)C.C1COCC1.CC(C[AlH]CC(C)C)C, predict the reaction product. The product is: [Br:1][C:2]1[CH:17]=[CH:16][C:5]2[O:6][CH2:7][CH2:8][C:9]([CH2:12][OH:13])=[C:10]([CH3:11])[C:4]=2[CH:3]=1. (5) Given the reactants [C:1]([NH:8][C@H:9]([C:11](N)=O)[CH3:10])([O:3][C:4]([CH3:7])([CH3:6])[CH3:5])=[O:2].F[B-](F)(F)F.C([O+](CC)CC)C.[F:26][C:27]1[CH:28]=[C:29]([NH:34][C:35]2[CH:36]=[N:37][CH:38]=[C:39]([F:41])[CH:40]=2)[C:30]([NH2:33])=[CH:31][CH:32]=1, predict the reaction product. The product is: [C:4]([O:3][C:1](=[O:2])[NH:8][C@H:9]([C:10]1[N:34]([C:35]2[CH:36]=[N:37][CH:38]=[C:39]([F:41])[CH:40]=2)[C:29]2[CH:28]=[C:27]([F:26])[CH:32]=[CH:31][C:30]=2[N:33]=1)[CH3:11])([CH3:7])([CH3:6])[CH3:5]. (6) The product is: [Cl:41][C:42]1[CH:43]=[C:44]([NH:57][C:58]2[N:59]=[CH:60][N:61]=[C:62]3[S:77][C:65]4[C:66]5[C:70]([CH2:71][CH2:72][C:64]=4[C:63]=23)=[N:69][N:68]([CH2:73][CH2:74][O:75][CH3:76])[CH:67]=5)[CH:45]=[CH:46][C:47]=1[O:48][CH2:49][C:50]1[CH:55]=[CH:54][CH:53]=[C:52]([F:56])[CH:51]=1. Given the reactants [H-].[Na+].ClC1C=C(NC2C3C4CCC5C(=CN(CCO)N=5)C=4SC=3N=CN=2)C=CC=1OCC1C=CC=C(F)C=1.IC.[Cl:41][C:42]1[CH:43]=[C:44]([N:57](C)[C:58]2[N:59]=[CH:60][N:61]=[C:62]3[S:77][C:65]4[C:66]5[C:70]([CH2:71][CH2:72][C:64]=4[C:63]=23)=[N:69][N:68]([CH2:73][CH2:74][O:75][CH3:76])[CH:67]=5)[CH:45]=[CH:46][C:47]=1[O:48][CH2:49][C:50]1[CH:55]=[CH:54][CH:53]=[C:52]([F:56])[CH:51]=1, predict the reaction product. (7) Given the reactants [CH2:1]([O:8][C:9]1[CH:10]=[CH:11][C:12]2[CH2:13][C@H:14]3[N:26]([CH2:27][CH:28]4[CH2:30][CH2:29]4)[CH2:25][CH2:24][C@:20]45[C:21]=2[C:22]=1[O:23][C@H:19]4[C@@H:18]([N:31]1[CH2:35][CH2:34][CH2:33][C:32]1=[O:36])[CH2:17][CH2:16][C@@:15]35[OH:37])[C:2]1[CH:7]=[CH:6][CH:5]=[CH:4][CH:3]=1.[F:38][C:39]1[CH:46]=[CH:45][C:42]([CH2:43]Br)=[CH:41][CH:40]=1, predict the reaction product. The product is: [CH2:1]([O:8][C:9]1[CH:10]=[CH:11][C:12]2[CH2:13][C@H:14]3[N:26]([CH2:27][CH:28]4[CH2:29][CH2:30]4)[CH2:25][CH2:24][C@:20]45[C:21]=2[C:22]=1[O:23][C@H:19]4[C@@H:18]([N:31]1[CH2:35][CH2:34][CH:33]([CH2:43][C:42]2[CH:45]=[CH:46][C:39]([F:38])=[CH:40][CH:41]=2)[C:32]1=[O:36])[CH2:17][CH2:16][C@@:15]35[OH:37])[C:2]1[CH:3]=[CH:4][CH:5]=[CH:6][CH:7]=1.